From a dataset of Reaction yield outcomes from USPTO patents with 853,638 reactions. Predict the reaction yield, written as a fraction of the theoretical maximum amount of product (1.0 means a 100% yield; for example, 0.34 means a 34% yield). (1) The reactants are [Br:1][C:2]1[CH:7]=[C:6]([F:8])[CH:5]=[CH:4][C:3]=1[CH:9]1[C:14]([C:15]([O:17][CH2:18][CH3:19])=[O:16])=[C:13]([CH2:20]Br)[NH:12][C:11]([N:22]2[CH:26]=[N:25][CH:24]=[N:23]2)=[N:10]1.Cl.[NH:28]1[CH2:33][CH2:32][O:31][CH:30]([CH2:34][C:35]([OH:37])=[O:36])[CH2:29]1. No catalyst specified. The product is [Br:1][C:2]1[CH:7]=[C:6]([F:8])[CH:5]=[CH:4][C:3]=1[CH:9]1[N:10]=[C:11]([N:22]2[CH:26]=[N:25][CH:24]=[N:23]2)[NH:12][C:13]([CH2:20][N:28]2[CH2:33][CH2:32][O:31][CH:30]([CH2:34][C:35]([OH:37])=[O:36])[CH2:29]2)=[C:14]1[C:15]([O:17][CH2:18][CH3:19])=[O:16]. The yield is 0.390. (2) The reactants are [CH2:1]([C:8]1[CH:13]=[CH:12][C:11]([OH:14])=[CH:10][CH:9]=1)[C:2]1[CH:7]=[CH:6][CH:5]=[CH:4][CH:3]=1.[C:15]([C:19]([CH2:21][C:22](OCC)=[O:23])=O)([F:18])([F:17])[F:16].CS(O)(=O)=O. No catalyst specified. The product is [CH2:1]([C:8]1[CH:13]=[C:12]2[C:11](=[CH:10][CH:9]=1)[O:14][C:22](=[O:23])[CH:21]=[C:19]2[C:15]([F:18])([F:17])[F:16])[C:2]1[CH:3]=[CH:4][CH:5]=[CH:6][CH:7]=1. The yield is 0.440. (3) The reactants are [CH:1]([N:4]1[C:13]2[C:8](=[CH:9][C:10]([CH3:14])=[CH:11][CH:12]=2)[N:7]([CH:15]([CH3:17])[CH3:16])[CH2:6][CH2:5]1)([CH3:3])[CH3:2].[Br-:18].[Br-].[Br-].C([N+](CCCC)(CCCC)CCCC)CCC.C([N+](CCCC)(CCCC)CCCC)CCC.C([N+](CCCC)(CCCC)CCCC)CCC. The catalyst is ClCCl. The product is [Br:18][C:11]1[CH:12]=[C:13]2[C:8]([N:7]([CH:15]([CH3:17])[CH3:16])[CH2:6][CH2:5][N:4]2[CH:1]([CH3:3])[CH3:2])=[CH:9][C:10]=1[CH3:14]. The yield is 0.700. (4) The reactants are [F:1][C:2]1[CH:7]=[C:6](I)[CH:5]=[CH:4][C:3]=1[N:9]1[CH:14]=[C:13]([O:15][CH3:16])[C:12](=[O:17])[C:11]([C:18]2[N:22]([C:23]3[CH:28]=[CH:27][CH:26]=[CH:25][CH:24]=3)[N:21]=[CH:20][CH:19]=2)=[N:10]1.[Cl:29][C:30]1[CH:31]=[N:32][NH:33][CH:34]=1.C(=NO)C1C(=CC=CC=1)O.C([O-])([O-])=O.[Cs+].[Cs+]. The catalyst is CC#N.O. The product is [Cl:29][C:30]1[CH:31]=[N:32][N:33]([C:6]2[CH:5]=[CH:4][C:3]([N:9]3[CH:14]=[C:13]([O:15][CH3:16])[C:12](=[O:17])[C:11]([C:18]4[N:22]([C:23]5[CH:28]=[CH:27][CH:26]=[CH:25][CH:24]=5)[N:21]=[CH:20][CH:19]=4)=[N:10]3)=[C:2]([F:1])[CH:7]=2)[CH:34]=1. The yield is 0.150.